Dataset: Reaction yield outcomes from USPTO patents with 853,638 reactions. Task: Predict the reaction yield, written as a fraction of the theoretical maximum amount of product (1.0 means a 100% yield; for example, 0.34 means a 34% yield). The reactants are [OH:1][C:2]1[CH:3]=[CH:4][C:5]2[O:10][CH2:9][C:8](=[O:11])[NH:7][C:6]=2[CH:12]=1.C(=O)([O-])[O-].[Cs+].[Cs+].[N+](C1C=CC=CC=1S(O[C@@H:32]1[CH2:36][CH2:35][N:34]([C:37]([O:39][C:40]([CH3:43])([CH3:42])[CH3:41])=[O:38])[CH2:33]1)(=O)=O)([O-])=O. The catalyst is CN(C=O)C. The product is [O:11]=[C:8]1[NH:7][C:6]2[CH:12]=[C:2]([O:1][C@H:36]3[CH2:32][CH2:33][N:34]([C:37]([O:39][C:40]([CH3:43])([CH3:42])[CH3:41])=[O:38])[CH2:35]3)[CH:3]=[CH:4][C:5]=2[O:10][CH2:9]1. The yield is 0.440.